This data is from Rat liver microsome stability data. The task is: Regression/Classification. Given a drug SMILES string, predict its absorption, distribution, metabolism, or excretion properties. Task type varies by dataset: regression for continuous measurements (e.g., permeability, clearance, half-life) or binary classification for categorical outcomes (e.g., BBB penetration, CYP inhibition). Dataset: rlm. The molecule is CC(C)Oc1nc(-c2ccc(NC(=O)Nc3ccc(C(=O)N4CCN(C)CC4)cc3)cc2)nc(N2CCOCC2)n1. The result is 1 (stable in rat liver microsomes).